The task is: Regression. Given a target protein amino acid sequence and a drug SMILES string, predict the binding affinity score between them. We predict pIC50 (pIC50 = -log10(IC50 in M); higher means more potent). Dataset: bindingdb_ic50.. This data is from Drug-target binding data from BindingDB using IC50 measurements. (1) The drug is Cc1nn(C)cc1Nc1ncc(F)c(-c2c[nH]c3c(NC(=O)[C@@H](C)N4CCN(C)CC4)cccc23)n1. The target protein sequence is GFSGAFEDRDPTQFEERHLKFLQQLGKGNFGSVEMCRYDPLQDNTGEVVAVKKLQHSTEEHLRDFEREIEILKSLQHDNIVKYKGVCYSAGRRNLKLIMEYLPYGSLRDYLQKHKERIDHIKLLQYTSQICKGMEYLGTKRYIHRDLATRNILVENENRVKIGDFGLTKVLPQDKEYYKVKEPGESPIFWYAPESLTESKFSVASDVWSFGVVLYELFTYIEKSKSPPAEFMRMIGNDKQGQMIVFHLIELLKNNGRLPRPDGCPDEIYMIMTECWNNNVNQRPSFRDLALRVDQIRDNMAG. The pIC50 is 5.3. (2) The drug is N#Cc1c2n(c3c(N4CCN(CCc5ccccc5Cl)CC4)ncnc13)CCCC2. The target protein (P06795) has sequence MEFEENLKGRADKNFSKMGKKSKKEKKEKKPAVGVFGMFRYADWLDKLCMILGTLAAIIHGTLLPLLMLVFGNMTDSFTKAEASILPSITNQSGPNSTLIISNSSLEEEMAIYAYYYTGIGAGVLIVAYIQVSLWCLAAGRQIHKIRQKFFHAIMNQEIGWFDVHDVGELNTRLTDDVSKINDGIGDKIGMFFQSITTFLAGFIIGFISGWKLTLVILAVSPLIGLSSALWAKVLTSFTNKELQAYAKAGAVAEEVLAAIRTVIAFGGQQKELERYNKNLEEAKNVGIKKAITASISIGIAYLLVYASYALAFWYGTSLVLSNEYSIGEVLTVFFSILLGTFSIGHLAPNIEAFANARGAAFEIFKIIDNEPSIDSFSTKGYKPDSIMGNLEFKNVHFNYPSRSEVQILKGLNLKVKSGQTVALVGNSGCGKSTTVQLMQRLYDPLEGVVSIDGQDIRTINVRYLREIIGVVSQEPVLFATTIAENIRYGREDVTMDEIE.... The pIC50 is 5.0. (3) The compound is Cc1cccc(-c2ccc3nc(NC(=O)C4CCCCC4)nn3c2)c1. The target protein sequence is MSSFGRVTARSGDAGTRDSLDRYNRLDVLGEGTYGVVYRAVDKITGQYVALKKVRLDRTEEGIPQTALREVSILQEFDHPNIVNLLDVICSDGKLYLVFEYVEADLKKAIEKQEGGYSGMDLKRLIYQLLDGLYFCHRHRIIHRDLKPANILLTSGNVLKLADFGLARAFQVPMHTYTHEVVTLWYRAPEILLGEKHYTPAVDMWSVGCIFAELTRRKVLFRGDSEIGQLFEIFQVLGTPTDTEGSWPGVSRLPDYRDVFPKWTAKRLGQVLPELHPDAIDLLSKMLKYDPRERISAKEALQHPWFSDLRW. The pIC50 is 7.2. (4) The small molecule is COCCNc1nc(OCCc2ccc(OC)cc2)c2c(n1)-c1ccccc1CC2(C)C. The target protein (P96471) has sequence MKNYLSFGMFALLFALTFGTVKPVQAIAGPEWLLGRPSVNNSQLVVSVAGTVEGTNQEISLKFFEIDLTSRPAQGGKTEQGLRPKSKPLATDKGAMSHKLEKADLLKAIQEQLIANVHSNDGYFEVIDFASDATITDRNGKVYFADRDDSVTLPTQPVQEFLLSGHVRVRPYRPKAVHNSAERVNVNYEVSFVSETGNLDFTPSLKEQYHLTTLAVGDSLSSQELAAIAQFILSKKHPDYIITKRDSSIVTHDNDIFRTILPMDQEFTYHIKDREQAYKANSKTGIEEKTNNTDLISEKYYILKKGEKPYDPFDRSHLKLFTIKYVDVDTKALLKSEQLLTASERNLDFRDLYDPRDKAKLLYNNLDAFGIMGYTLTGKVEDNHDDTNRIITVYMGKRPEGENASYHLAYDKDRYTEEEREVYSYLRDTGTPIPDNPKDK. The pIC50 is 5.3. (5) The small molecule is O=c1oc2c(O)c(O)cc3c(=O)oc4c(O)c(O)cc1c4c23. The target protein (Q64725) has sequence MAGNAVDNANHLTYFFGNITREEAEDYLVQGGMTDGLYLLRQSRNYLGGFALSVAHNRKAHHYTIERELNGTYAISGGRAHASPADLCHYHSQEPEGLVCLLKKPFNRPPGVQPKTGPFEDLKENLIREYVKQTWNLQGQALEQAIISQKPQLEKLIATTAHEKMPWFHGNISRDESEQTVLIGSKTNGKFLIRARDNNGSFALCLLHEGKVLHYRIDRDKTGKLSIPEGKKFDTLWQLVEHYSYKPDGLLRVLTVPCQKIGVQMGHPGSSNAHPVTWSPGGIISRIKSYSFPKPGHKKPPPPQGSRPESTVSFNPYEPTGGAWGPDRGLQREALPMDTEVYESPYADPEEIRPKEVYLDRKLLTLEDNELGSGNFGTVKKGYYQMKKVVKTVAVKILKNEANDPALKDELLAEANVMQQLDNPYIVRMIGICEAESWMLVMEMAAWGPLNKYLQQNRHIKDKNIIELVHQVSMGMKYLEESNFVHRDLAARNVLLVTQH.... The pIC50 is 5.4. (6) The target protein sequence is MISKLKPQFMFLPKKHILSYCRKDVLNLFEQKFYYTSKRKESNNMKNESLLRLINYNRYYNKIDSNNYYNGGKILSNDRQYIYSPLCEYKKKINDISSYVSVPFKINIRNLGTSNFVNNKKDVLDNDYIYENIKKEKSKHKKIIFLLFVSLFGLYGFFESYNPEFFLYDIFLKFCLKYIDGEICHDLFLLLGKYNILPYDTSNDSIYACTNIKHLDFINPFGVAAGFDKNGVCIDSILKLGFSFIEIGTITPRGQTGNAKPRIFADVESRSIINSCGFNNMGCDKVTENLILFRKRQEEDKLLSKHIVGVSIGKNKDTVNIVDDLKYCINKIGRYADYIAINVSSPNTPGLRDNQEAGKLKNIILSVKEEIDNLEKNNIMNDESTYNEDNKIVEKKNNFNKNNSHMMKDAKDNFLWFNTTKKKPLVFVKLAPDLNQEQKKEIADVLLETNIDGMIISNTTTQINDIKSFENKKGGVSGAKLKDISTKFICEMYNYTNKQI.... The pIC50 is 6.3. The small molecule is Cc1c(C(=O)Nc2cccc3ccccc23)cccc1[N+](=O)[O-]. (7) The small molecule is C[C@@H](c1ccc(F)cc1)N(Cc1nc2c(c(=O)[nH]1)COCC2)C(=O)CN1CCC(C(=O)c2ccc(F)cc2)CC1. The target protein (Q9H2K2) has sequence MSGRRCAGGGAACASAAAEAVEPAARELFEACRNGDVERVKRLVTPEKVNSRDTAGRKSTPLHFAAGFGRKDVVEYLLQNGANVQARDDGGLIPLHNACSFGHAEVVNLLLRHGADPNARDNWNYTPLHEAAIKGKIDVCIVLLQHGAEPTIRNTDGRTALDLADPSAKAVLTGEYKKDELLESARSGNEEKMMALLTPLNVNCHASDGRKSTPLHLAAGYNRVKIVQLLLQHGADVHAKDKGDLVPLHNACSYGHYEVTELLVKHGACVNAMDLWQFTPLHEAASKNRVEVCSLLLSYGADPTLLNCHNKSAIDLAPTPQLKERLAYEFKGHSLLQAAREADVTRIKKHLSLEMVNFKHPQTHETALHCAAASPYPKRKQICELLLRKGANINEKTKEFLTPLHVASEKAHNDVVEVVVKHEAKVNALDNLGQTSLHRAAYCGHLQTCRLLLSYGCDPNIISLQGFTALQMGNENVQQLLQEGISLGNSEADRQLLEAA.... The pIC50 is 7.2. (8) The small molecule is O=C(Nc1ccc(F)cc1F)c1sccc1SCc1cccc(C(F)(F)F)c1. The target protein sequence is MVLGKPQTDPTLEWFLSHCHIHKYPSKSTLIHAGEKAETLYYIVKGSVAVLIKDEEGKEMILSYLNQGDFIGELGLFEEGQERTAWVRAKTPCEVAEISFKKFRQLIQVNPDILMRLSGQMARRLQVTSQKVGDLAFLDVTGRIAQTLLNLARQPDAMTHPDGMQIKITRQEIGQIVGCSRETVGRILKMLEEQNLISAHGKTIVVYGTR. The pIC50 is 4.1.